This data is from Peptide-MHC class II binding affinity with 134,281 pairs from IEDB. The task is: Regression. Given a peptide amino acid sequence and an MHC pseudo amino acid sequence, predict their binding affinity value. This is MHC class II binding data. The peptide sequence is IIYPGTLWCGHGNKSSGP. The MHC is DRB5_0101 with pseudo-sequence DRB5_0101. The binding affinity (normalized) is 0.158.